From a dataset of Forward reaction prediction with 1.9M reactions from USPTO patents (1976-2016). Predict the product of the given reaction. (1) Given the reactants [CH:1]1([C:7]2[CH:13]=[CH:12][C:10]([NH2:11])=[CH:9][CH:8]=2)[CH2:6][CH2:5][CH2:4][CH2:3][CH2:2]1.C1C2C(CO[C:29]([N:31]3[CH2:36][CH2:35][N:34](C(OC(C)(C)C)=O)[CH2:33][CH:32]3[CH2:44][C:45]([OH:47])=O)=[O:30])C3C(=CC=CC=3)C=2C=CC=1.[Cl:48][C:49]1[CH:54]=[CH:53][C:52]([CH2:55][N:56]=C=O)=[CH:51][C:50]=1[Cl:59], predict the reaction product. The product is: [Cl:59][C:50]1[CH:51]=[C:52]([CH:53]=[CH:54][C:49]=1[Cl:48])[CH2:55][NH:56][C:29]([N:31]1[CH2:36][CH2:35][NH:34][CH2:33][CH:32]1[CH2:44][C:45](=[O:47])[NH:11][C:10]1[CH:9]=[CH:8][C:7]([CH:1]2[CH2:2][CH2:3][CH2:4][CH2:5][CH2:6]2)=[CH:13][CH:12]=1)=[O:30]. (2) Given the reactants C(=O)([O-])[O-].[K+].[K+].F[C:8](F)(F)[C:9](O)=[O:10].[CH3:14][CH:15]([O:17][C:18]1[CH:25]=[CH:24][C:23]([C:26]2[O:30][N:29]=[C:28]([C:31]3[C:32]([CH3:41])=[C:33]4[C:38](=[CH:39][CH:40]=3)[CH2:37][NH:36][CH2:35][CH2:34]4)[N:27]=2)=[CH:22][C:19]=1[C:20]#[N:21])[CH3:16].BrCCO, predict the reaction product. The product is: [OH:10][CH2:9][CH2:8][N:36]1[CH2:35][CH2:34][C:33]2[C:38](=[CH:39][CH:40]=[C:31]([C:28]3[N:27]=[C:26]([C:23]4[CH:24]=[CH:25][C:18]([O:17][CH:15]([CH3:14])[CH3:16])=[C:19]([CH:22]=4)[C:20]#[N:21])[O:30][N:29]=3)[C:32]=2[CH3:41])[CH2:37]1. (3) Given the reactants [Cl:1][C:2]1[CH:3]=[CH:4][C:5]([O:29][CH:30]([F:32])[F:31])=[C:6]([C:8]2[C:12]([NH:13][C:14]([C:16]3[CH:17]=[N:18][N:19]4[CH:24]=[CH:23][CH:22]=[N:21][C:20]=34)=[O:15])=[CH:11][N:10]([CH2:25][CH:26]3[CH2:28][O:27]3)[N:9]=2)[CH:7]=1.CCN(C(C)C)C(C)C.[NH:42]1[CH2:47][CH2:46][O:45][CH2:44][CH2:43]1, predict the reaction product. The product is: [Cl:1][C:2]1[CH:3]=[CH:4][C:5]([O:29][CH:30]([F:32])[F:31])=[C:6]([C:8]2[C:12]([NH:13][C:14]([C:16]3[CH:17]=[N:18][N:19]4[CH:24]=[CH:23][CH:22]=[N:21][C:20]=34)=[O:15])=[CH:11][N:10]([CH2:25][CH:26]([OH:27])[CH2:28][N:42]3[CH2:47][CH2:46][O:45][CH2:44][CH2:43]3)[N:9]=2)[CH:7]=1.